Dataset: NCI-60 drug combinations with 297,098 pairs across 59 cell lines. Task: Regression. Given two drug SMILES strings and cell line genomic features, predict the synergy score measuring deviation from expected non-interaction effect. (1) Drug 1: COC1=NC(=NC2=C1N=CN2C3C(C(C(O3)CO)O)O)N. Drug 2: CC12CCC3C(C1CCC2OP(=O)(O)O)CCC4=C3C=CC(=C4)OC(=O)N(CCCl)CCCl.[Na+]. Cell line: EKVX. Synergy scores: CSS=-1.30, Synergy_ZIP=-1.85, Synergy_Bliss=-5.81, Synergy_Loewe=-10.4, Synergy_HSA=-8.85. (2) Drug 1: CC(C)(C#N)C1=CC(=CC(=C1)CN2C=NC=N2)C(C)(C)C#N. Drug 2: CCC1=C2CN3C(=CC4=C(C3=O)COC(=O)C4(CC)O)C2=NC5=C1C=C(C=C5)O. Cell line: SK-OV-3. Synergy scores: CSS=4.09, Synergy_ZIP=-3.13, Synergy_Bliss=-1.85, Synergy_Loewe=-20.5, Synergy_HSA=-5.91. (3) Drug 1: C1CCN(CC1)CCOC2=CC=C(C=C2)C(=O)C3=C(SC4=C3C=CC(=C4)O)C5=CC=C(C=C5)O. Drug 2: CCCCC(=O)OCC(=O)C1(CC(C2=C(C1)C(=C3C(=C2O)C(=O)C4=C(C3=O)C=CC=C4OC)O)OC5CC(C(C(O5)C)O)NC(=O)C(F)(F)F)O. Cell line: SK-OV-3. Synergy scores: CSS=1.38, Synergy_ZIP=-2.46, Synergy_Bliss=-3.11, Synergy_Loewe=-1.23, Synergy_HSA=-1.17. (4) Drug 1: C1CCN(CC1)CCOC2=CC=C(C=C2)C(=O)C3=C(SC4=C3C=CC(=C4)O)C5=CC=C(C=C5)O. Cell line: OVCAR3. Drug 2: CCC1=CC2CC(C3=C(CN(C2)C1)C4=CC=CC=C4N3)(C5=C(C=C6C(=C5)C78CCN9C7C(C=CC9)(C(C(C8N6C)(C(=O)OC)O)OC(=O)C)CC)OC)C(=O)OC.C(C(C(=O)O)O)(C(=O)O)O. Synergy scores: CSS=51.8, Synergy_ZIP=7.56, Synergy_Bliss=7.16, Synergy_Loewe=-5.78, Synergy_HSA=6.27. (5) Drug 1: CC(C)(C#N)C1=CC(=CC(=C1)CN2C=NC=N2)C(C)(C)C#N. Drug 2: CC(C)NC(=O)C1=CC=C(C=C1)CNNC.Cl. Cell line: SF-539. Synergy scores: CSS=3.34, Synergy_ZIP=-4.14, Synergy_Bliss=-5.53, Synergy_Loewe=0.197, Synergy_HSA=-1.70.